This data is from Full USPTO retrosynthesis dataset with 1.9M reactions from patents (1976-2016). The task is: Predict the reactants needed to synthesize the given product. (1) Given the product [OH:49][C:42]1[C:41]([CH2:40][NH:39][C:12](=[O:14])[C:11]2[CH:10]=[CH:9][C:8]([O:1][C:2]3[CH:3]=[CH:4][CH:5]=[CH:6][CH:7]=3)=[CH:16][CH:15]=2)=[C:46]([CH3:47])[N:45]=[C:44]([CH3:48])[N:43]=1, predict the reactants needed to synthesize it. The reactants are: [O:1]([C:8]1[CH:16]=[CH:15][C:11]([C:12]([OH:14])=O)=[CH:10][CH:9]=1)[C:2]1[CH:7]=[CH:6][CH:5]=[CH:4][CH:3]=1.ON1C2C=CC=CC=2N=N1.Cl.C(N=C=NCCCN(C)C)C.[NH2:39][CH2:40][C:41]1[C:42]([OH:49])=[N:43][C:44]([CH3:48])=[N:45][C:46]=1[CH3:47]. (2) Given the product [Cl:19][C:20]1[CH:25]=[C:24]([Cl:26])[CH:23]=[CH:22][C:21]=1[O:27][C:2]1[C:7]([C:8]#[N:9])=[CH:6][N:5]=[C:4]2[CH:10]=[CH:11][S:12][C:3]=12, predict the reactants needed to synthesize it. The reactants are: Cl[C:2]1[C:7]([C:8]#[N:9])=[CH:6][N:5]=[C:4]2[CH:10]=[CH:11][S:12][C:3]=12.C(=O)([O-])[O-].[K+].[K+].[Cl:19][C:20]1[CH:25]=[C:24]([Cl:26])[CH:23]=[CH:22][C:21]=1[OH:27].O.